This data is from Reaction yield outcomes from USPTO patents with 853,638 reactions. The task is: Predict the reaction yield, written as a fraction of the theoretical maximum amount of product (1.0 means a 100% yield; for example, 0.34 means a 34% yield). (1) The reactants are C(OC([NH:8][CH2:9][C:10]1[O:14][C:13]([C:15]([O:17][CH2:18][CH3:19])=[O:16])=[N:12][N:11]=1)=O)(C)(C)C.Cl. The catalyst is O1CCOCC1. The product is [NH2:8][CH2:9][C:10]1[O:14][C:13]([C:15]([O:17][CH2:18][CH3:19])=[O:16])=[N:12][N:11]=1. The yield is 0.760. (2) The reactants are [C:1]([NH:4][CH2:5][CH2:6][O:7]/[N:8]=[CH:9]/[C:10]1[C:11]([F:33])=[C:12]([F:32])[C:13]([NH:23][C:24]2[CH:29]=[CH:28][C:27]([I:30])=[CH:26][C:25]=2[F:31])=[C:14]([CH:22]=1)[C:15]([NH:17][O:18][CH2:19][CH2:20][OH:21])=[O:16])(=[O:3])[CH3:2].ClCCl.ClC(Cl)C(O)=O.C(=O)(O)[O-].[Na+]. The catalyst is O. The product is [C:1]([NH:4][CH2:5][CH2:6][O:7][NH:8][CH2:9][C:10]1[C:11]([F:33])=[C:12]([F:32])[C:13]([NH:23][C:24]2[CH:29]=[CH:28][C:27]([I:30])=[CH:26][C:25]=2[F:31])=[C:14]([CH:22]=1)[C:15]([NH:17][O:18][CH2:19][CH2:20][OH:21])=[O:16])(=[O:3])[CH3:2]. The yield is 0.760.